Dataset: Catalyst prediction with 721,799 reactions and 888 catalyst types from USPTO. Task: Predict which catalyst facilitates the given reaction. Reactant: Cl[C:2]1[C:11]([C:12]([OH:14])=[O:13])=[CH:10][C:9]2[C:4](=[CH:5][CH:6]=[C:7]([Cl:15])[CH:8]=2)[N:3]=1.[NH2:16][C@@H:17]([CH2:21][C:22]1[CH:27]=[CH:26][C:25]([O:28][C:29]2[CH:34]=[CH:33][C:32]([I:35])=[CH:31][N:30]=2)=[CH:24][CH:23]=1)[C:18]([OH:20])=[O:19]. Product: [C:18]([CH:17]([NH:16][C:2]1[C:11]([C:12]([OH:14])=[O:13])=[CH:10][C:9]2[C:4](=[CH:5][CH:6]=[C:7]([Cl:15])[CH:8]=2)[N:3]=1)[CH2:21][C:22]1[CH:23]=[CH:24][C:25]([O:28][C:29]2[CH:34]=[CH:33][C:32]([I:35])=[CH:31][N:30]=2)=[CH:26][CH:27]=1)([OH:20])=[O:19]. The catalyst class is: 16.